Dataset: Experimentally validated miRNA-target interactions with 360,000+ pairs, plus equal number of negative samples. Task: Binary Classification. Given a miRNA mature sequence and a target amino acid sequence, predict their likelihood of interaction. (1) The miRNA is mmu-miR-546 with sequence AUGGUGGCACGGAGUC. The protein sequence of the target gene is MKVLDQSLLWMLLPFFHLIASAAEHEEVAKHAIKLHRGKGATATQRKQWALDSCRRLTGLLRQKNVVLNKLKNAIRAVEKDTSLSGEEKLFQVHTFEIFQKELNESENSIFQAIYGLQRALQGDYRDVVNMKESSKQRLEALREAAIKEETEYVELLAAEKHQVEALKNMQHQNKSLSMLDEILEDVRKAADRLEEEIEEHAFDDNKSVKGVNFEAVLRVEEEEASSKQNMTKREVEDGLGLSMLIDSQNNQYILTKPRDSTIPRADHHFIKDIVTIGMLSLPCGWLCTAIGLPTMFGYI.... Result: 1 (interaction). (2) The miRNA is hsa-miR-744-3p with sequence CUGUUGCCACUAACCUCAACCU. The protein sequence of the target gene is MPPSGPRGTLLLLPLLLLLLLRAVLAVPLERGAPNKEETPATESPDTGLYYHRYLQEVIDVLETDGHFREKLQAANAEDIKSGKLSRELDFVSHHVRTKLDELKRQEVSRLRMLLKAKMDAEQDPNVQVDHLNLLKQFEHLDPQNQHTFEARDLELLIQTATRDLAQYDAAHHEEFKRYEMLKEHERRRYLESLGEEQRKEAERKLEEQQRRHREHPKVNVPGSQAQLKEVWEELDGLDPNRFNPKTFFILHDINSDGVLDEQELEALFTKELEKVYDPKNEEDDMREMEEERLRMREHV.... Result: 1 (interaction).